Dataset: Forward reaction prediction with 1.9M reactions from USPTO patents (1976-2016). Task: Predict the product of the given reaction. (1) Given the reactants Cl.[Br:2][C:3]1[CH:4]=[CH:5][C:6]([CH3:16])=[C:7]2[C:11]=1[NH:10][C:9]([CH3:12])=[C:8]2[CH2:13][CH2:14][NH2:15].[CH3:17][O:18][C:19]1[CH:20]=[C:21]([CH:25]=[CH:26][C:27]=1[O:28][CH3:29])[C:22](Cl)=[O:23], predict the reaction product. The product is: [Br:2][C:3]1[CH:4]=[CH:5][C:6]([CH3:16])=[C:7]2[C:11]=1[NH:10][C:9]([CH3:12])=[C:8]2[CH2:13][CH2:14][NH:15][C:22](=[O:23])[C:21]1[CH:25]=[CH:26][C:27]([O:28][CH3:29])=[C:19]([O:18][CH3:17])[CH:20]=1. (2) Given the reactants [OH:1][CH2:2][CH2:3][NH:4][C:5]1[CH:10]=[CH:9][C:8]([CH3:11])=[CH:7][CH:6]=1.[H][H].[CH2:14]=O, predict the reaction product. The product is: [CH3:14][N:4]([CH2:3][CH2:2][OH:1])[C:5]1[CH:10]=[CH:9][C:8]([CH3:11])=[CH:7][CH:6]=1.